From a dataset of Forward reaction prediction with 1.9M reactions from USPTO patents (1976-2016). Predict the product of the given reaction. (1) Given the reactants [O:1]=[C:2]1[C:7]([C:8]2[CH:13]=[CH:12][C:11]([N:14]3[CH:18]=[C:17]([CH2:19][C:20]4[CH:24]=[CH:23][S:22][C:21]=4[C:25]([NH2:27])=[O:26])[N:16]=[CH:15]3)=[CH:10][CH:9]=2)=[CH:6][CH:5]=[CH:4][NH:3]1.[C:28]([O-])([O-])=O.[Cs+].[Cs+].CI, predict the reaction product. The product is: [CH3:28][N:3]1[CH:4]=[CH:5][CH:6]=[C:7]([C:8]2[CH:9]=[CH:10][C:11]([N:14]3[CH:18]=[C:17]([CH2:19][C:20]4[CH:24]=[CH:23][S:22][C:21]=4[C:25]([NH2:27])=[O:26])[N:16]=[CH:15]3)=[CH:12][CH:13]=2)[C:2]1=[O:1]. (2) Given the reactants Cl.CN(C)CCCN=C=NCC.O.ON1C2C=CC=CC=2N=N1.[CH3:24][C:25]1[CH:26]=[C:27]([C:36]([OH:38])=O)[N:28]([C:30]2[CH:35]=[CH:34][CH:33]=[CH:32][CH:31]=2)[N:29]=1.Cl.[C:40]1([C:46]2[CH2:47][CH2:48][NH:49][CH2:50][CH:51]=2)[CH:45]=[CH:44][CH:43]=[CH:42][CH:41]=1, predict the reaction product. The product is: [C:40]1([C:46]2[CH2:51][CH2:50][N:49]([C:36]([C:27]3[N:28]([C:30]4[CH:31]=[CH:32][CH:33]=[CH:34][CH:35]=4)[N:29]=[C:25]([CH3:24])[CH:26]=3)=[O:38])[CH2:48][CH:47]=2)[CH:45]=[CH:44][CH:43]=[CH:42][CH:41]=1. (3) Given the reactants [H-].[Na+].C(OP([CH2:11][C:12]([O:14][CH2:15][CH3:16])=[O:13])(OCC)=O)C.[CH3:17][C:18]1[N:28]=[C:21]2[CH:22]=[CH:23][CH:24]=[C:25]([CH:26]=O)[N:20]2[N:19]=1.O, predict the reaction product. The product is: [CH3:17][C:18]1[N:28]=[C:21]2[CH:22]=[CH:23][CH:24]=[C:25](/[CH:26]=[CH:11]/[C:12]([O:14][CH2:15][CH3:16])=[O:13])[N:20]2[N:19]=1. (4) The product is: [CH3:1][O:2][CH2:3][C@H:4]([CH3:24])[O:5][C:6]1[CH:7]=[C:8]([CH:9]=[C:10]([C:12]2[NH:13][C:14]([C:17]3[O:18][C@@H:19]([CH3:22])[CH2:20][N:21]=3)=[CH:15][CH:16]=2)[CH:11]=1)[O:23][C:26]1[CH:31]=[CH:30][C:29]([S:32]([N:35]2[CH2:40][CH2:39][N:38]([CH3:41])[CH2:37][CH2:36]2)(=[O:33])=[O:34])=[CH:28][CH:27]=1. Given the reactants [CH3:1][O:2][CH2:3][C@H:4]([CH3:24])[O:5][C:6]1[CH:7]=[C:8]([OH:23])[CH:9]=[C:10]([C:12]2[NH:13][C:14]([C:17]3[O:18][C@@H:19]([CH3:22])[CH2:20][N:21]=3)=[CH:15][CH:16]=2)[CH:11]=1.F[C:26]1[CH:31]=[CH:30][C:29]([S:32]([N:35]2[CH2:40][CH2:39][N:38]([CH3:41])[CH2:37][CH2:36]2)(=[O:34])=[O:33])=[CH:28][CH:27]=1.C(=O)([O-])[O-].[K+].[K+].O, predict the reaction product. (5) Given the reactants I[C:2]1[CH:8]=[C:7]([O:9][CH3:10])[CH:6]=[CH:5][C:3]=1[NH2:4].C([Sn](CCCC)(CCCC)[C:16]1[O:17][CH:18]=[CH:19][N:20]=1)CCC, predict the reaction product. The product is: [CH3:10][O:9][C:7]1[CH:6]=[CH:5][C:3]([NH2:4])=[C:2]([C:16]2[O:17][CH:18]=[CH:19][N:20]=2)[CH:8]=1.